Predict the product of the given reaction. From a dataset of Forward reaction prediction with 1.9M reactions from USPTO patents (1976-2016). (1) Given the reactants [C:1]([O:4][C@H:5]1[CH2:9][CH2:8][N:7]([C:10](OC(C)(C)C)=O)[CH2:6]1)(=[O:3])[CH3:2].Cl.[C:18]1(Br)[CH:23]=[CH:22]C=[CH:20][CH:19]=1, predict the reaction product. The product is: [C:1]([O:4][C@H:5]1[CH2:9][CH2:8][N:7]([C:10]2[CH:22]=[CH:23][CH:18]=[CH:19][CH:20]=2)[CH2:6]1)(=[O:3])[CH3:2]. (2) Given the reactants [OH:1][C:2]1[CH:11]=[C:10]2[C:5]([C:6]([O:12][C:13]3[CH:14]=[CH:15][C:16]([NH:19][C:20]([C:22]4[C:23](=[O:35])[N:24]([C:29]5[CH:34]=[CH:33][CH:32]=[CH:31][CH:30]=5)[N:25]([CH3:28])[C:26]=4[CH3:27])=[O:21])=[N:17][CH:18]=3)=[CH:7][CH:8]=[N:9]2)=[CH:4][CH:3]=1.C(=O)([O-])[O-].[Cs+].[Cs+].CS(O[CH2:47][CH2:48][CH2:49][N:50]([C:58]([O:60][C:61]([CH3:64])([CH3:63])[CH3:62])=[O:59])[CH:51]1[CH2:57][C:54]2([CH2:56][CH2:55]2)[O:53][CH2:52]1)(=O)=O, predict the reaction product. The product is: [CH2:55]1[C:54]2([CH2:57][CH:51]([N:50]([CH2:49][CH2:48][CH2:47][O:1][C:2]3[CH:11]=[C:10]4[C:5]([C:6]([O:12][C:13]5[CH:14]=[CH:15][C:16]([NH:19][C:20]([C:22]6[C:23](=[O:35])[N:24]([C:29]7[CH:30]=[CH:31][CH:32]=[CH:33][CH:34]=7)[N:25]([CH3:28])[C:26]=6[CH3:27])=[O:21])=[N:17][CH:18]=5)=[CH:7][CH:8]=[N:9]4)=[CH:4][CH:3]=3)[C:58]([O:60][C:61]([CH3:63])([CH3:62])[CH3:64])=[O:59])[CH2:52][O:53]2)[CH2:56]1. (3) Given the reactants [C:1]([O:5][C:6]([NH:8][CH2:9][C@H:10]1[CH2:15][CH2:14][C@H:13]([C:16]([NH:18][C@H:19]([C:37](=[O:55])[NH:38][C:39]2[CH:54]=[CH:53][C:42]3[NH:43][C:44]([C:46]([F:52])([F:51])[C:47]([F:50])([F:49])[F:48])=[N:45][C:41]=3[CH:40]=2)[CH2:20][C:21]2[CH:26]=[CH:25][C:24]([C:27]3[CH:32]=[CH:31][C:30]([C:33](O)=[O:34])=[CH:29][C:28]=3[CH3:36])=[CH:23][CH:22]=2)=[O:17])[CH2:12][CH2:11]1)=[O:7])([CH3:4])([CH3:3])[CH3:2].[NH2:56][C@@H:57]1[CH2:61][CH2:60][N:59]([C:62]([O:64][C:65]([CH3:68])([CH3:67])[CH3:66])=[O:63])[CH2:58]1.C(N(CC)C(C)C)(C)C.C(P1(=O)OP(=O)(CCC)OP(=O)(CCC)O1)CC, predict the reaction product. The product is: [C:1]([O:5][C:6]([NH:8][CH2:9][C@H:10]1[CH2:15][CH2:14][C@H:13]([C:16]([NH:18][C@H:19]([C:37](=[O:55])[NH:38][C:39]2[CH:54]=[CH:53][C:42]3[NH:43][C:44]([C:46]([F:51])([F:52])[C:47]([F:49])([F:50])[F:48])=[N:45][C:41]=3[CH:40]=2)[CH2:20][C:21]2[CH:26]=[CH:25][C:24]([C:27]3[CH:32]=[CH:31][C:30]([C:33]([NH:56][C@@H:57]4[CH2:61][CH2:60][N:59]([C:62]([O:64][C:65]([CH3:68])([CH3:67])[CH3:66])=[O:63])[CH2:58]4)=[O:34])=[CH:29][C:28]=3[CH3:36])=[CH:23][CH:22]=2)=[O:17])[CH2:12][CH2:11]1)=[O:7])([CH3:4])([CH3:2])[CH3:3]. (4) Given the reactants [F:1][C:2]1[CH:24]=[CH:23][CH:22]=[C:21]([F:25])[C:3]=1[C:4]([NH:6][C:7]1[C:8]([C:12]2[NH:13][C:14]3[CH2:19][CH2:18][NH:17][CH2:16][C:15]=3[N:20]=2)=[N:9][NH:10][CH:11]=1)=[O:5].C(N(CC)CC)C.Br[CH2:34][CH2:35][F:36], predict the reaction product. The product is: [F:25][C:21]1[CH:22]=[CH:23][CH:24]=[C:2]([F:1])[C:3]=1[C:4]([NH:6][C:7]1[C:8]([C:12]2[NH:13][C:14]3[CH2:19][CH2:18][N:17]([CH2:34][CH2:35][F:36])[CH2:16][C:15]=3[N:20]=2)=[N:9][NH:10][CH:11]=1)=[O:5]. (5) Given the reactants [C:1]([C:5]1[CH:6]=[C:7]2[C:12](=[C:13]([F:15])[CH:14]=1)[C:11](=[O:16])[N:10]([C:17]1[N:24]=[CH:23][CH:22]=[C:21]([C:25]3[CH:30]=[C:29]([NH:31][C:32]4[CH:36]=[C:35]([CH3:37])[O:34][N:33]=4)[C:28](=[O:38])[N:27]([CH3:39])[CH:26]=3)[C:18]=1[CH:19]=[O:20])[N:9]=[CH:8]2)([CH3:4])([CH3:3])[CH3:2].[BH4-].[Na+], predict the reaction product. The product is: [C:1]([C:5]1[CH:6]=[C:7]2[C:12](=[C:13]([F:15])[CH:14]=1)[C:11](=[O:16])[N:10]([C:17]1[C:18]([CH2:19][OH:20])=[C:21]([C:25]3[CH:30]=[C:29]([NH:31][C:32]4[CH:36]=[C:35]([CH3:37])[O:34][N:33]=4)[C:28](=[O:38])[N:27]([CH3:39])[CH:26]=3)[CH:22]=[CH:23][N:24]=1)[N:9]=[CH:8]2)([CH3:4])([CH3:2])[CH3:3]. (6) Given the reactants C(OC([N:8]1[CH2:12][C@@H:11]([CH2:13][N:14]([CH:32]([CH3:34])[CH3:33])[C:15]([C:17]2[CH:25]=[C:24]3[C:20]([C:21]([CH3:31])=[CH:22][N:23]3[CH2:26][CH2:27][CH2:28][O:29][CH3:30])=[CH:19][CH:18]=2)=[O:16])[C@H:10]([NH2:35])[CH2:9]1)=O)(C)(C)C.[CH2:36]([S:43](Cl)(=[O:45])=[O:44])[C:37]1[CH:42]=[CH:41][CH:40]=[CH:39][CH:38]=1.CC#N.O.CC#N, predict the reaction product. The product is: [CH:32]([N:14]([CH2:13][C@H:11]1[C@H:10]([NH:35][S:43]([CH2:36][C:37]2[CH:42]=[CH:41][CH:40]=[CH:39][CH:38]=2)(=[O:45])=[O:44])[CH2:9][NH:8][CH2:12]1)[C:15]([C:17]1[CH:25]=[C:24]2[C:20]([C:21]([CH3:31])=[CH:22][N:23]2[CH2:26][CH2:27][CH2:28][O:29][CH3:30])=[CH:19][CH:18]=1)=[O:16])([CH3:34])[CH3:33]. (7) The product is: [Si:1]([O:8][CH2:9][CH2:10][CH2:11][N:12]1[C:17](=[O:18])[CH2:16][CH2:15][N:14]([C:21]2[CH:26]=[CH:25][CH:24]=[CH:23][CH:22]=2)[C:13]1=[O:19])([C:4]([CH3:7])([CH3:5])[CH3:6])([CH3:3])[CH3:2]. Given the reactants [Si:1]([O:8][CH2:9][CH2:10][CH2:11][N:12]1[C:17](=[O:18])[CH2:16][CH2:15][NH:14][C:13]1=[O:19])([C:4]([CH3:7])([CH3:6])[CH3:5])([CH3:3])[CH3:2].Br[C:21]1[CH:26]=[CH:25][CH:24]=[CH:23][CH:22]=1.CC1(C)C2C(=C(P(C3C=CC=CC=3)C3C=CC=CC=3)C=CC=2)OC2C(P(C3C=CC=CC=3)C3C=CC=CC=3)=CC=CC1=2.C([O-])([O-])=O.[Cs+].[Cs+], predict the reaction product. (8) Given the reactants C(OC(=O)[NH:7][C:8]1[CH:13]=[C:12]([CH3:14])[C:11]([CH2:15][NH:16][C:17]([C:19]2[CH:20]=[N:21][N:22]([CH2:24][C:25]3[CH:30]=[CH:29][C:28]([CH2:31][OH:32])=[CH:27][CH:26]=3)[CH:23]=2)=[O:18])=[C:10]([CH3:33])[N:9]=1)(C)(C)C.C(O)(C(F)(F)F)=O, predict the reaction product. The product is: [NH2:7][C:8]1[N:9]=[C:10]([CH3:33])[C:11]([CH2:15][NH:16][C:17]([C:19]2[CH:20]=[N:21][N:22]([CH2:24][C:25]3[CH:26]=[CH:27][C:28]([CH2:31][OH:32])=[CH:29][CH:30]=3)[CH:23]=2)=[O:18])=[C:12]([CH3:14])[CH:13]=1.